This data is from Full USPTO retrosynthesis dataset with 1.9M reactions from patents (1976-2016). The task is: Predict the reactants needed to synthesize the given product. (1) Given the product [CH2:1]([N:5]([CH2:33][CH:34]([CH3:36])[CH3:35])[C:6]1[CH:11]=[CH:10][C:9]([C@H:12]([CH3:18])[CH2:13][C:14]([OH:16])=[O:15])=[CH:8][C:7]=1[NH:19][C:20]([NH:22][C:23]1[CH:24]=[C:25]2[C:30](=[CH:31][CH:32]=1)[N:29]=[CH:28][CH:27]=[N:26]2)=[O:21])[CH:2]([CH3:4])[CH3:3], predict the reactants needed to synthesize it. The reactants are: [CH2:1]([N:5]([CH2:33][CH:34]([CH3:36])[CH3:35])[C:6]1[CH:11]=[CH:10][C:9]([C@H:12]([CH3:18])[CH2:13][C:14]([O:16]C)=[O:15])=[CH:8][C:7]=1[NH:19][C:20]([NH:22][C:23]1[CH:24]=[C:25]2[C:30](=[CH:31][CH:32]=1)[N:29]=[CH:28][CH:27]=[N:26]2)=[O:21])[CH:2]([CH3:4])[CH3:3].[OH-].[Li+].Cl. (2) Given the product [CH3:39][O:40][C:41](=[O:58])[C:42]1[CH:47]=[CH:46][C:45]([C:20]([C:11]2[N:10]([S:7]([C:1]3[CH:2]=[CH:3][CH:4]=[CH:5][CH:6]=3)(=[O:8])=[O:9])[C:14]3=[N:15][CH:16]=[C:17]([F:19])[CH:18]=[C:13]3[CH:12]=2)=[CH:21][CH:22]2[CH2:23][CH2:24][O:25][CH2:26][CH2:27]2)=[CH:44][C:43]=1[F:57], predict the reactants needed to synthesize it. The reactants are: [C:1]1([S:7]([N:10]2[C:14]3=[N:15][CH:16]=[C:17]([F:19])[CH:18]=[C:13]3[CH:12]=[C:11]2[C:20](OS(C2C=CC(C)=CC=2)(=O)=O)=[CH:21][CH:22]2[CH2:27][CH2:26][O:25][CH2:24][CH2:23]2)(=[O:9])=[O:8])[CH:6]=[CH:5][CH:4]=[CH:3][CH:2]=1.[CH3:39][O:40][C:41](=[O:58])[C:42]1[CH:47]=[CH:46][C:45](B2OC(C)(C)C(C)(C)O2)=[CH:44][C:43]=1[F:57].C(=O)([O-])[O-].[Na+].[Na+]. (3) Given the product [Cl:18][C:11]1[CH:12]=[N+:13]([O-:17])[CH:14]=[C:15]([Cl:16])[C:10]=1[S:9][C:7]1[S:8][C:4]([C:1](=[O:3])[NH:29][CH:26]2[CH2:27][CH2:28][N:23]([CH3:22])[CH2:24][CH2:25]2)=[CH:5][C:6]=1[N+:19]([O-:21])=[O:20], predict the reactants needed to synthesize it. The reactants are: [C:1]([C:4]1[S:8][C:7]([S:9][C:10]2[C:15]([Cl:16])=[CH:14][N+:13]([O-:17])=[CH:12][C:11]=2[Cl:18])=[C:6]([N+:19]([O-:21])=[O:20])[CH:5]=1)([OH:3])=O.[CH3:22][N:23]1[CH2:28][CH2:27][CH:26]([NH2:29])[CH2:25][CH2:24]1.